Binary Classification. Given a T-cell receptor sequence (or CDR3 region) and an epitope sequence, predict whether binding occurs between them. From a dataset of TCR-epitope binding with 47,182 pairs between 192 epitopes and 23,139 TCRs. (1) The epitope is LQPFPQPELPYPQPQ. The TCR CDR3 sequence is CASSLGAGTGYEQYF. Result: 0 (the TCR does not bind to the epitope). (2) The epitope is SFHSLHLLF. The TCR CDR3 sequence is CASRSSGGAYNEQFF. Result: 0 (the TCR does not bind to the epitope). (3) The epitope is RLRAEAQVK. The TCR CDR3 sequence is CASSHTSADEQFF. Result: 1 (the TCR binds to the epitope). (4) The TCR CDR3 sequence is CSVRTATYNEQFF. The epitope is LLWNGPMAV. Result: 1 (the TCR binds to the epitope). (5) The epitope is LLQTGIHVRVSQPSL. The TCR CDR3 sequence is CAIQTGMNTEAFF. Result: 0 (the TCR does not bind to the epitope). (6) The epitope is DPFRLLQNSQVFS. The TCR CDR3 sequence is CATSALNEQFF. Result: 1 (the TCR binds to the epitope).